Dataset: Full USPTO retrosynthesis dataset with 1.9M reactions from patents (1976-2016). Task: Predict the reactants needed to synthesize the given product. (1) Given the product [O:2]=[C:3]1[CH:12]=[CH:11][C:10]2[N:9]=[CH:8][C:7]([C:13]([O:15][CH3:16])=[O:14])=[CH:6][C:5]=2[NH:4]1, predict the reactants needed to synthesize it. The reactants are: C[O:2][C:3]1[N:4]=[C:5]2[C:10](=[CH:11][CH:12]=1)[N:9]=[CH:8][C:7]([C:13]([O:15][CH3:16])=[O:14])=[CH:6]2. (2) Given the product [F:10][C:11]1[CH:16]=[CH:15][CH:14]=[CH:13][C:12]=1/[CH:17]=[C:18](\[CH3:24])/[C:19]([N:3]([O:4][CH3:5])[CH3:2])=[O:20], predict the reactants needed to synthesize it. The reactants are: Cl.[CH3:2][NH:3][O:4][CH3:5].C[Al](C)C.[F:10][C:11]1[CH:16]=[CH:15][CH:14]=[CH:13][C:12]=1/[CH:17]=[C:18](\[CH3:24])/[C:19](OCC)=[O:20]. (3) Given the product [Cl:1][C:2]1[CH:7]=[CH:6][CH:5]=[CH:4][C:3]=1[C:8]1[CH:13]=[CH:12][C:11]([CH:14]([CH2:58][C:55]2[CH:56]=[CH:57][C:52]([O:51][CH2:50][CH2:49][O:48][C:41]3[C:42]([Cl:47])=[CH:43][C:44]([CH3:46])=[CH:45][C:40]=3[Cl:39])=[CH:53][CH:54]=2)[C:15]#[N:16])=[C:10]([CH3:17])[CH:9]=1, predict the reactants needed to synthesize it. The reactants are: [Cl:1][C:2]1[CH:7]=[CH:6][CH:5]=[CH:4][C:3]=1[C:8]1[CH:13]=[CH:12][C:11]([CH2:14][C:15]#[N:16])=[C:10]([CH3:17])[CH:9]=1.CN(C)P(N(C)C)(N(C)C)=O.C[Si](C)(C)[N-][Si](C)(C)C.[Li+].[Cl:39][C:40]1[CH:45]=[C:44]([CH3:46])[CH:43]=[C:42]([Cl:47])[C:41]=1[O:48][CH2:49][CH2:50][O:51][C:52]1[CH:57]=[CH:56][C:55]([CH2:58]I)=[CH:54][CH:53]=1.[NH4+].[Cl-].